This data is from Full USPTO retrosynthesis dataset with 1.9M reactions from patents (1976-2016). The task is: Predict the reactants needed to synthesize the given product. (1) Given the product [C:16]([O:15][C:13]([N:8]1[CH2:9][CH2:10][CH:11]([OH:12])[CH:6]([CH2:4][OH:3])[CH2:7]1)=[O:14])([CH3:19])([CH3:18])[CH3:17], predict the reactants needed to synthesize it. The reactants are: C([O:3][C:4]([CH:6]1[C:11](=[O:12])[CH2:10][CH2:9][N:8]([C:13]([O:15][C:16]([CH3:19])([CH3:18])[CH3:17])=[O:14])[CH2:7]1)=O)C.[BH4-].[Na+].[NH4+].[Cl-]. (2) Given the product [OH:1][C:2]1[C:7]([C:8]([NH:17][C:18]([C:21]2[CH:22]=[CH:23][C:24]([C:27]3[CH:32]=[CH:31][C:30]([P:33](=[O:40])([O:37][CH2:38][CH3:39])[O:34][CH2:35][CH3:36])=[CH:29][CH:28]=3)=[N:25][CH:26]=2)([CH3:19])[CH3:20])=[O:10])=[CH:6][N:5]=[C:4]([C:11]2[N:12]=[N:13][CH:14]=[CH:15][CH:16]=2)[N:3]=1, predict the reactants needed to synthesize it. The reactants are: [OH:1][C:2]1[C:7]([C:8]([OH:10])=O)=[CH:6][N:5]=[C:4]([C:11]2[N:12]=[N:13][CH:14]=[CH:15][CH:16]=2)[N:3]=1.[NH2:17][C:18]([C:21]1[CH:22]=[CH:23][C:24]([C:27]2[CH:32]=[CH:31][C:30]([P:33](=[O:40])([O:37][CH2:38][CH3:39])[O:34][CH2:35][CH3:36])=[CH:29][CH:28]=2)=[N:25][CH:26]=1)([CH3:20])[CH3:19].CCN(CC)CC. (3) Given the product [CH3:1][O:2][CH2:3][O:4][C:5]1[CH:14]=[C:13]2[C:8]([C:9](=[O:25])[C:10]([C:15]3[CH:20]=[CH:19][C:18]([O:21][CH2:22][O:23][CH3:24])=[CH:17][CH:16]=3)([CH3:26])[CH2:11][O:12]2)=[CH:7][CH:6]=1, predict the reactants needed to synthesize it. The reactants are: [CH3:1][O:2][CH2:3][O:4][C:5]1[CH:14]=[C:13]2[C:8]([C:9](=[O:25])[CH:10]([C:15]3[CH:20]=[CH:19][C:18]([O:21][CH2:22][O:23][CH3:24])=[CH:17][CH:16]=3)[CH2:11][O:12]2)=[CH:7][CH:6]=1.[C:26](=O)([O-])[O-].[K+].[K+].CI.CCCCCC.C(OCC)(=O)C.